From a dataset of Catalyst prediction with 721,799 reactions and 888 catalyst types from USPTO. Predict which catalyst facilitates the given reaction. Reactant: [Cl:1][CH2:2][CH2:3][C:4]([C:6]1[CH:11]=[CH:10][CH:9]=[CH:8][CH:7]=1)=[O:5].[NH4+].[Cl-].I[CH2:15][C:16]([CH3:18])=[CH2:17]. Product: [Cl:1][CH2:2][CH2:3][C:4]([C:6]1[CH:11]=[CH:10][CH:9]=[CH:8][CH:7]=1)([OH:5])[CH2:17][C:16]([CH3:18])=[CH2:15]. The catalyst class is: 324.